Dataset: Forward reaction prediction with 1.9M reactions from USPTO patents (1976-2016). Task: Predict the product of the given reaction. Given the reactants Cl[C:2]1[N:7]=[C:6]([NH:8][C:9]2[S:10][CH:11]=[C:12]([CH3:14])[CH:13]=2)[C:5]([C:15]([OH:17])=O)=[CH:4][N:3]=1.[CH:18]1[CH:23]=[C:22]2[N:24]=[N:25][N:26]([OH:27])[C:21]2=[CH:20][CH:19]=1.O.C(Cl)CCl.[NH3:33], predict the reaction product. The product is: [N:26]1([O:27][C:2]2[N:7]=[C:6]([NH:8][C:9]3[S:10][CH:11]=[C:12]([CH3:14])[CH:13]=3)[C:5]([C:15]([NH2:33])=[O:17])=[CH:4][N:3]=2)[C:21]2[CH:20]=[CH:19][CH:18]=[CH:23][C:22]=2[N:24]=[N:25]1.